Dataset: Reaction yield outcomes from USPTO patents with 853,638 reactions. Task: Predict the reaction yield, written as a fraction of the theoretical maximum amount of product (1.0 means a 100% yield; for example, 0.34 means a 34% yield). The reactants are [N:1]12[CH2:8][CH2:7][C:4]([C:9]([C:17]3[CH:22]=[CH:21][CH:20]=[CH:19][CH:18]=3)([C:11]3[CH:16]=[CH:15][CH:14]=[CH:13][CH:12]=3)[OH:10])([CH2:5][CH2:6]1)[CH2:3][CH2:2]2.[Br:23][CH2:24][CH2:25][CH2:26][O:27][C:28]1[CH:29]=[C:30]([C:34]2[CH:39]=[CH:38][CH:37]=[CH:36][CH:35]=2)[CH:31]=[CH:32][CH:33]=1. The catalyst is CC#N. The product is [Br-:23].[C:30]1([C:34]2[CH:39]=[CH:38][CH:37]=[CH:36][CH:35]=2)[CH:31]=[CH:32][CH:33]=[C:28]([O:27][CH2:26][CH2:25][CH2:24][N+:1]23[CH2:6][CH2:5][C:4]([C:9]([OH:10])([C:17]4[CH:22]=[CH:21][CH:20]=[CH:19][CH:18]=4)[C:11]4[CH:12]=[CH:13][CH:14]=[CH:15][CH:16]=4)([CH2:3][CH2:2]2)[CH2:7][CH2:8]3)[CH:29]=1. The yield is 0.706.